This data is from Catalyst prediction with 721,799 reactions and 888 catalyst types from USPTO. The task is: Predict which catalyst facilitates the given reaction. (1) Reactant: [NH2:1][C:2]1[C:15]2[C:6](=[CH:7][C:8]3[C:9]4[C:14]=2[C:13](=[O:16])[N:12]([CH2:17][CH2:18][N:19]([CH3:21])[CH3:20])[C:11](=[O:22])[C:10]=4[CH:23]=[CH:24][CH:25]=3)[CH:5]=[CH:4][CH:3]=1.[N:26]1[S:27][N:28]=[C:29]2[CH:34]=[C:33]([N:35]=[C:36]=[S:37])[CH:32]=[CH:31][C:30]=12. Product: [N:26]1[S:27][N:28]=[C:29]2[CH:34]=[C:33]([NH:35][C:36]([NH:1][C:2]3[C:15]4[C:6](=[CH:7][C:8]5[C:9]6[C:14]=4[C:13](=[O:16])[N:12]([CH2:17][CH2:18][N:19]([CH3:20])[CH3:21])[C:11](=[O:22])[C:10]=6[CH:23]=[CH:24][CH:25]=5)[CH:5]=[CH:4][CH:3]=3)=[S:37])[CH:32]=[CH:31][C:30]=12. The catalyst class is: 10. (2) Reactant: Cl[C:2]([O:4][C:5]1[CH:10]=[CH:9][CH:8]=[CH:7][CH:6]=1)=[O:3].[NH2:11][C:12]1[C:21]2[C:16](=[CH:17][CH:18]=[CH:19][CH:20]=2)[C:15]([O:22][C:23]2[CH:28]=[CH:27][N:26]=[C:25]([NH:29][C:30]3[CH:31]=[C:32]([CH:46]=[C:47]([C:49]#[CH:50])[CH:48]=3)[C:33]([NH:35][CH2:36][CH2:37][O:38][CH2:39][CH2:40][O:41][CH2:42][CH2:43][O:44][CH3:45])=[O:34])[N:24]=2)=[CH:14][CH:13]=1.C([O-])(O)=O.[Na+]. Product: [C:49]([C:47]1[CH:48]=[C:30]([NH:29][C:25]2[N:24]=[C:23]([O:22][C:15]3[C:16]4[C:21](=[CH:20][CH:19]=[CH:18][CH:17]=4)[C:12]([NH:11][C:2](=[O:3])[O:4][C:5]4[CH:10]=[CH:9][CH:8]=[CH:7][CH:6]=4)=[CH:13][CH:14]=3)[CH:28]=[CH:27][N:26]=2)[CH:31]=[C:32]([C:33](=[O:34])[NH:35][CH2:36][CH2:37][O:38][CH2:39][CH2:40][O:41][CH2:42][CH2:43][O:44][CH3:45])[CH:46]=1)#[CH:50]. The catalyst class is: 168. (3) Reactant: C(O[BH-](OC(=O)C)OC(=O)C)(=O)C.Cl.[N:15]1([C:21]2[N:26]=[CH:25][C:24]([N:27]([CH2:37][CH:38]3[CH2:43][CH2:42][NH:41][CH2:40][CH2:39]3)[C:28](=[O:36])[CH2:29][CH:30]3[CH2:35][CH2:34][O:33][CH2:32][CH2:31]3)=[CH:23][CH:22]=2)[CH2:20][CH2:19][O:18][CH2:17][CH2:16]1.[C:44]([C:48]1[CH:55]=[CH:54][C:51]([CH:52]=O)=[CH:50][CH:49]=1)([CH3:47])([CH3:46])[CH3:45]. Product: [CH3:47][C:44]([C:48]1[CH:49]=[CH:50][C:51]([CH2:52][N:41]2[CH2:40][CH2:39][CH:38]([CH2:37][N:27]([C:24]3[CH:25]=[N:26][C:21]([N:15]4[CH2:16][CH2:17][O:18][CH2:19][CH2:20]4)=[CH:22][CH:23]=3)[C:28](=[O:36])[CH2:29][CH:30]3[CH2:35][CH2:34][O:33][CH2:32][CH2:31]3)[CH2:43][CH2:42]2)=[CH:54][CH:55]=1)([CH3:45])[CH3:46]. The catalyst class is: 2. (4) Reactant: [Cl:1][C:2]1[C:7]([CH2:8][O:9][CH:10]2[CH2:15][CH2:14][CH2:13][CH2:12][O:11]2)=[C:6](F)[CH:5]=[CH:4][N:3]=1.BrC1C=NC=C(Cl)C=1[CH2:24][O:25]C1CCCCO1.C([O-])([O-])=O.[Cs+].[Cs+]. Product: [Cl:1][C:2]1[C:7]([CH2:8][O:9][CH:10]2[CH2:15][CH2:14][CH2:13][CH2:12][O:11]2)=[C:6]([O:25][CH3:24])[CH:5]=[CH:4][N:3]=1. The catalyst class is: 5. (5) The catalyst class is: 564. Reactant: [Cl:1][C:2]1[CH:3]=[C:4](B2OC(C)(C)C(C)(C)O2)[CH:5]=[CH:6][CH:7]=1.C(=O)([O-])[O-].[Cs+].[Cs+].[CH3:23][O:24][C:25]([C:27]1[CH:28]=[N:29][CH:30]=[C:31](Br)[CH:32]=1)=[O:26]. Product: [CH3:23][O:24][C:25](=[O:26])[C:27]1[CH:32]=[C:31]([C:4]2[CH:5]=[CH:6][CH:7]=[C:2]([Cl:1])[CH:3]=2)[CH:30]=[N:29][CH:28]=1. (6) Product: [CH:17]1[C:18]2[C:27]3[CH2:26][CH2:25][CH:24]([NH:28][S:44]([C:38]4[CH:43]=[CH:42][CH:41]=[CH:40][CH:39]=4)(=[O:46])=[O:45])[CH2:23][C:22]=3[CH:21]=[N:20][C:19]=2[NH:15][N:16]=1.[CH3:8][O:9][C:10]1[CH:11]=[CH:12][C:13]([CH2:14][N:15]2[C:19]3[N:20]=[CH:21][C:22]4[CH2:23][CH:24]([NH:28][S:44]([C:38]5[CH:43]=[CH:42][CH:41]=[CH:40][CH:39]=5)(=[O:46])=[O:45])[CH2:25][CH2:26][C:27]=4[C:18]=3[CH:17]=[N:16]2)=[CH:29][CH:30]=1. The catalyst class is: 49. Reactant: OC(C(F)(F)F)=O.[CH3:8][O:9][C:10]1[CH:30]=[CH:29][C:13]([CH2:14][N:15]2[C:19]3[N:20]=[CH:21][C:22]4[CH2:23][CH:24]([NH2:28])[CH2:25][CH2:26][C:27]=4[C:18]=3[CH:17]=[N:16]2)=[CH:12][CH:11]=1.CCN(CC)CC.[C:38]1([S:44](Cl)(=[O:46])=[O:45])[CH:43]=[CH:42][CH:41]=[CH:40][CH:39]=1.[OH-].[Na+]. (7) Reactant: [CH3:1][C:2]1[O:3][C:4]2[C:9]([C:10](=[O:12])[CH:11]=1)=[CH:8][CH:7]=[CH:6][C:5]=2[CH:13]=O.[CH3:15][C:16](=O)[CH2:17][C:18](=[O:20])[CH3:19].[NH2:22]/[C:23](/[CH3:42])=[CH:24]/[C:25]([O:27][C@H:28]1[CH2:32][C:31](=[O:33])[N:30]([CH2:34][C:35]2[CH:40]=[CH:39][CH:38]=[CH:37][CH:36]=2)[C:29]1=[O:41])=[O:26]. Product: [C:18]([C:17]1[C@@H:13]([C:5]2[CH:6]=[CH:7][CH:8]=[C:9]3[C:4]=2[O:3][C:2]([CH3:1])=[CH:11][C:10]3=[O:12])[C:24]([C:25]([O:27][C@H:28]2[CH2:32][C:31](=[O:33])[N:30]([CH2:34][C:35]3[CH:40]=[CH:39][CH:38]=[CH:37][CH:36]=3)[C:29]2=[O:41])=[O:26])=[C:23]([CH3:42])[NH:22][C:16]=1[CH3:15])(=[O:20])[CH3:19]. The catalyst class is: 41.